Predict the reactants needed to synthesize the given product. From a dataset of Full USPTO retrosynthesis dataset with 1.9M reactions from patents (1976-2016). (1) Given the product [Cl:8][C:7]1[CH:6]=[CH:5][C:4]([O:9][CH3:10])=[CH:3][C:2]=1[C:16]1[CH:15]=[CH:14][CH:13]=[C:12]([F:11])[CH:17]=1, predict the reactants needed to synthesize it. The reactants are: Br[C:2]1[CH:3]=[C:4]([O:9][CH3:10])[CH:5]=[CH:6][C:7]=1[Cl:8].[F:11][C:12]1[CH:13]=[C:14](B(O)O)[CH:15]=[CH:16][CH:17]=1.C(=O)([O-])[O-].[K+].[K+]. (2) Given the product [Br:1][C:2]1[CH:7]=[C:6]([N:9]2[CH:13]=[C:12]([C:14](=[O:16])[CH3:15])[CH:11]=[N:10]2)[CH:5]=[N:4][CH:3]=1, predict the reactants needed to synthesize it. The reactants are: [Br:1][C:2]1[CH:3]=[N:4][CH:5]=[C:6](F)[CH:7]=1.[NH:9]1[CH:13]=[C:12]([C:14](=[O:16])[CH3:15])[CH:11]=[N:10]1.C([O-])([O-])=O.[Cs+].[Cs+]. (3) Given the product [CH:13]([C:11]1[CH:10]=[C:9]([C:16]2[CH:21]=[CH:20][C:19]([C:22]([F:25])([F:24])[F:23])=[CH:18][CH:17]=2)[N:8]=[C:7]([N:5]2[CH:6]=[C:2]([C:30]3[CH:31]=[CH:32][C:27]([NH2:26])=[N:28][CH:29]=3)[N:3]=[CH:4]2)[N:12]=1)([CH3:15])[CH3:14], predict the reactants needed to synthesize it. The reactants are: Br[C:2]1[N:3]=[CH:4][N:5]([C:7]2[N:12]=[C:11]([CH:13]([CH3:15])[CH3:14])[CH:10]=[C:9]([C:16]3[CH:21]=[CH:20][C:19]([C:22]([F:25])([F:24])[F:23])=[CH:18][CH:17]=3)[N:8]=2)[CH:6]=1.[NH2:26][C:27]1[CH:32]=[CH:31][C:30](B2OC(C)(C)C(C)(C)O2)=[CH:29][N:28]=1. (4) The reactants are: [CH2:1]([CH:4]1[CH2:9][CH2:8][N:7]([C:10]([O:12][CH2:13][C:14]2[CH:19]=[CH:18][CH:17]=[CH:16][CH:15]=2)=[O:11])[CH2:6][C:5]1=O)[CH:2]=[CH2:3].C1(P(=[CH:40][C:41]([O:43][CH3:44])=[O:42])(C2C=CC=CC=2)C2C=CC=CC=2)C=CC=CC=1. Given the product [CH2:1]([CH:4]1[CH2:9][CH2:8][N:7]([C:10]([O:12][CH2:13][C:14]2[CH:19]=[CH:18][CH:17]=[CH:16][CH:15]=2)=[O:11])[CH2:6][C:5]1=[CH:40][C:41]([O:43][CH3:44])=[O:42])[CH:2]=[CH2:3], predict the reactants needed to synthesize it. (5) Given the product [CH2:37]([N:3]([CH2:1][CH3:2])[CH2:4][CH2:5][CH2:6][NH:7][C:8]1[N:9]=[C:10]([C:27]2[CH:28]=[C:29]([CH:33]=[CH:34][C:35]=2[CH3:36])[C:30]([NH:47][CH:48]([CH3:53])[CH3:49])=[O:32])[C:11]2[CH:17]=[CH:16][C:15](=[O:18])[N:14]([C:19]3[C:24]([F:25])=[CH:23][CH:22]=[CH:21][C:20]=3[F:26])[C:12]=2[N:13]=1)[CH3:38], predict the reactants needed to synthesize it. The reactants are: [CH2:1]([N:3]([CH2:37][CH3:38])[CH2:4][CH2:5][CH2:6][NH:7][C:8]1[N:9]=[C:10]([C:27]2[CH:28]=[C:29]([CH:33]=[CH:34][C:35]=2[CH3:36])[C:30]([OH:32])=O)[C:11]2[CH:17]=[CH:16][C:15](=[O:18])[N:14]([C:19]3[C:24]([F:25])=[CH:23][CH:22]=[CH:21][C:20]=3[F:26])[C:12]=2[N:13]=1)[CH3:2].CN(C(O[N:47]1N=N[C:49]2C=CC=[CH:53][C:48]1=2)=[N+](C)C)C.F[P-](F)(F)(F)(F)F.C(N)(C)C. (6) Given the product [F:19][C:17]([F:18])([F:20])[C:2]1[C:3]2[C:12]([NH:13][C:14](=[O:16])[CH:15]=1)=[CH:11][CH:10]=[C:9]1[C:4]=2[NH:5][CH2:6][CH2:7][S:8]1, predict the reactants needed to synthesize it. The reactants are: O[C:2]1([C:17]([F:20])([F:19])[F:18])[CH2:15][C:14](=[O:16])[NH:13][C:12]2[C:3]1=[C:4]1[C:9](=[CH:10][CH:11]=2)[S:8][CH2:7][CH2:6][NH:5]1.C(=O)([O-])[O-].[Na+].[Na+]. (7) Given the product [F:15][C:16]1[CH:17]=[CH:18][C:19]([C:22]2[N:23]=[CH:24][N:25]([CH:35]3[CH2:40][CH2:39][N:38]([CH2:46][C:43]4[CH:44]=[CH:45][O:41][N:42]=4)[CH2:37][CH2:36]3)[C:26]=2[C:27]2[CH:32]=[CH:31][N:30]=[C:29]([NH:33][CH3:34])[N:28]=2)=[CH:20][CH:21]=1, predict the reactants needed to synthesize it. The reactants are: C(O[BH-](OC(=O)C)OC(=O)C)(=O)C.[Na+].[F:15][C:16]1[CH:21]=[CH:20][C:19]([C:22]2[N:23]=[CH:24][N:25]([CH:35]3[CH2:40][CH2:39][NH:38][CH2:37][CH2:36]3)[C:26]=2[C:27]2[CH:32]=[CH:31][N:30]=[C:29]([NH:33][CH3:34])[N:28]=2)=[CH:18][CH:17]=1.[O:41]1[CH:45]=[CH:44][C:43]([CH:46]=O)=[N:42]1.C(OCC)C. (8) Given the product [NH2:24][C:8]1[CH:9]=[C:10](/[CH:13]=[CH:14]/[C:15]2[C:23]3[C:18](=[CH:19][CH:20]=[CH:21][CH:22]=3)[NH:17][N:16]=2)[CH:11]=[CH:12][C:7]=1[N:4]1[CH2:5][CH2:6][O:1][CH2:2][CH2:3]1, predict the reactants needed to synthesize it. The reactants are: [O:1]1[CH2:6][CH2:5][N:4]([C:7]2[CH:12]=[CH:11][C:10](/[CH:13]=[CH:14]/[C:15]3[C:23]4[C:18](=[CH:19][CH:20]=[CH:21][CH:22]=4)[NH:17][N:16]=3)=[CH:9][C:8]=2[N+:24]([O-])=O)[CH2:3][CH2:2]1.Cl.[Sn]. (9) The reactants are: [CH3:1][N:2]1[CH2:7][CH2:6][CH:5]([CH2:8][CH2:9][O:10][C:11]2[CH:20]=[C:19]3[C:14]([C:15](=[O:29])[N:16](COC(=O)C(C)(C)C)[CH:17]=[N:18]3)=[CH:13][C:12]=2[O:30][CH3:31])[CH2:4][CH2:3]1.N. Given the product [CH3:1][N:2]1[CH2:7][CH2:6][CH:5]([CH2:8][CH2:9][O:10][C:11]2[CH:20]=[C:19]3[C:14]([C:15](=[O:29])[NH:16][CH:17]=[N:18]3)=[CH:13][C:12]=2[O:30][CH3:31])[CH2:4][CH2:3]1, predict the reactants needed to synthesize it.